Dataset: Reaction yield outcomes from USPTO patents with 853,638 reactions. Task: Predict the reaction yield, written as a fraction of the theoretical maximum amount of product (1.0 means a 100% yield; for example, 0.34 means a 34% yield). (1) The reactants are C[O:2][C:3]1[CH:4]=[C:5]([NH:9][CH:10]=[C:11]([C:17](OCC)=O)[C:12]([O:14][CH2:15][CH3:16])=[O:13])[CH:6]=[CH:7][CH:8]=1.C(OC=C(C(OCC)=O)C(OCC)=O)C.COC1C=CC=C(N)C=1. No catalyst specified. The product is [OH:2][C:3]1[CH:4]=[C:5]2[C:6]([CH:17]=[C:11]([C:12]([O:14][CH2:15][CH3:16])=[O:13])[CH:10]=[N:9]2)=[CH:7][CH:8]=1. The yield is 0.990. (2) The product is [F:1][C:2]1[CH:3]=[CH:4][C:5]([CH2:6][C:7]2[C:8]3[CH2:29][S:28](=[O:40])[CH2:27][CH2:26][C:9]=3[N:10]=[C:11]([NH:13][C:14]3[CH:15]=[CH:16][C:17]([N:20]4[CH:24]=[CH:23][N:22]=[C:21]4[CH3:25])=[CH:18][CH:19]=3)[N:12]=2)=[CH:30][CH:31]=1. The catalyst is C(Cl)Cl. The yield is 0.189. The reactants are [F:1][C:2]1[CH:31]=[CH:30][C:5]([CH2:6][C:7]2[C:8]3[CH2:29][S:28][CH2:27][CH2:26][C:9]=3[N:10]=[C:11]([NH:13][C:14]3[CH:19]=[CH:18][C:17]([N:20]4[CH:24]=[CH:23][N:22]=[C:21]4[CH3:25])=[CH:16][CH:15]=3)[N:12]=2)=[CH:4][CH:3]=1.C1C=C(Cl)C=C(C(OO)=[O:40])C=1.O. (3) The reactants are [Cl:1][C:2]1[CH:10]=[CH:9][C:5]([C:6](Cl)=[O:7])=[CH:4][N:3]=1.[NH:11]1[CH2:16][CH2:15][O:14][CH2:13][CH2:12]1.C(N(CC)CC)C. The catalyst is ClCCl. The product is [Cl:1][C:2]1[N:3]=[CH:4][C:5]([C:6]([N:11]2[CH2:16][CH2:15][O:14][CH2:13][CH2:12]2)=[O:7])=[CH:9][CH:10]=1. The yield is 0.880. (4) The reactants are Br[C:2]1[C:3]([O:17][CH3:18])=[C:4]([C:13]([O:15][CH3:16])=[O:14])[C:5]2[N:6]=[CH:7][C:8](Cl)=[N:9][C:10]=2[CH:11]=1.[C:19]1(B(O)O)[CH:24]=[CH:23][CH:22]=[CH:21][CH:20]=1.C(=O)([O-])[O-].[K+].[K+]. The catalyst is O1CCOCC1.O.C1C=CC([P]([Pd]([P](C2C=CC=CC=2)(C2C=CC=CC=2)C2C=CC=CC=2)([P](C2C=CC=CC=2)(C2C=CC=CC=2)C2C=CC=CC=2)[P](C2C=CC=CC=2)(C2C=CC=CC=2)C2C=CC=CC=2)(C2C=CC=CC=2)C2C=CC=CC=2)=CC=1. The product is [CH3:18][O:17][C:3]1[C:2]([C:19]2[CH:24]=[CH:23][CH:22]=[CH:21][CH:20]=2)=[CH:11][C:10]2[N:9]=[C:8]([C:2]3[CH:3]=[CH:4][CH:5]=[CH:10][CH:11]=3)[CH:7]=[N:6][C:5]=2[C:4]=1[C:13]([O:15][CH3:16])=[O:14]. The yield is 0.930. (5) The reactants are [CH3:1][O:2][C:3]1[CH:4]=[C:5]([NH:26][C:27]([CH:29]2[CH2:31][CH2:30]2)=[O:28])[CH:6]=[CH:7][C:8]=1[C:9]1[O:10][C:11]([C:14]2[C:15]([C:20]3[CH:25]=[CH:24][CH:23]=[CH:22][CH:21]=3)=[N:16][O:17][C:18]=2[CH3:19])=[N:12][N:13]=1.[CH3:32][Si]([N-][Si](C)(C)C)(C)C.[K+].IC. The catalyst is CN(C=O)C. The product is [CH3:1][O:2][C:3]1[CH:4]=[C:5]([N:26]([CH3:32])[C:27]([CH:29]2[CH2:30][CH2:31]2)=[O:28])[CH:6]=[CH:7][C:8]=1[C:9]1[O:10][C:11]([C:14]2[C:15]([C:20]3[CH:25]=[CH:24][CH:23]=[CH:22][CH:21]=3)=[N:16][O:17][C:18]=2[CH3:19])=[N:12][N:13]=1. The yield is 0.580. (6) The reactants are C(OC(=O)[NH:7][C@@H:8]1[C:14](=[O:15])[N:13]([CH2:16][C:17]2[C:26]3[C:21](=[CH:22][CH:23]=[CH:24][CH:25]=3)[CH:20]=[CH:19][C:18]=2[CH3:27])[C:12]2[CH:28]=[CH:29][C:30]([C:32]#[N:33])=[CH:31][C:11]=2[NH:10][CH2:9]1)(C)(C)C.[ClH:35]. The catalyst is O1CCOCC1. The product is [ClH:35].[NH2:7][C@@H:8]1[C:14](=[O:15])[N:13]([CH2:16][C:17]2[C:26]3[C:21](=[CH:22][CH:23]=[CH:24][CH:25]=3)[CH:20]=[CH:19][C:18]=2[CH3:27])[C:12]2[CH:28]=[CH:29][C:30]([C:32]#[N:33])=[CH:31][C:11]=2[NH:10][CH2:9]1. The yield is 0.901. (7) The product is [Cl:1][C:2]1[CH:3]=[N:4][C:5]2[C:10]([C:11]=1[O:12][CH2:13][C@H:14]1[O:19][CH2:18][C@H:17]([NH2:20])[CH2:16][CH2:15]1)=[CH:9][C:8]([O:28][CH3:29])=[CH:7][CH:6]=2. No catalyst specified. The yield is 0.880. The reactants are [Cl:1][C:2]1[CH:3]=[N:4][C:5]2[C:10]([C:11]=1[O:12][CH2:13][C@H:14]1[O:19][CH2:18][C@H:17]([NH:20]C(=O)OC(C)(C)C)[CH2:16][CH2:15]1)=[CH:9][C:8]([O:28][CH3:29])=[CH:7][CH:6]=2.FC1C=NC2C(C=1CC[C@H]1OC[C@H](N)CC1)=NC(OC)=CC=2. (8) The reactants are [CH2:1]([Mg]Cl)[CH:2]=[CH2:3].C1COCC1.[Br:11][C:12]1[CH:19]=[CH:18][C:15]([CH2:16]Br)=[CH:14][CH:13]=1. No catalyst specified. The product is [Br:11][C:12]1[CH:19]=[CH:18][C:15]([CH2:16][CH2:3][CH:2]=[CH2:1])=[CH:14][CH:13]=1. The yield is 0.960.